From a dataset of hERG potassium channel inhibition data for cardiac toxicity prediction from Karim et al.. Regression/Classification. Given a drug SMILES string, predict its toxicity properties. Task type varies by dataset: regression for continuous values (e.g., LD50, hERG inhibition percentage) or binary classification for toxic/non-toxic outcomes (e.g., AMES mutagenicity, cardiotoxicity, hepatotoxicity). Dataset: herg_karim. (1) The compound is CCOc1cc2ncc(C(N)=O)c(Nc3cccc(Cl)c3Cl)c2cc1N1CCN(C(C)C)CC1. The result is 1 (blocker). (2) The drug is O=C(Cc1ccc(C(F)(F)F)cc1C(F)(F)F)N[C@@H]1N=C(c2ccccc2)c2ccccc2N(CC(F)(F)F)C1=O. The result is 1 (blocker).